This data is from Peptide-MHC class I binding affinity with 185,985 pairs from IEDB/IMGT. The task is: Regression. Given a peptide amino acid sequence and an MHC pseudo amino acid sequence, predict their binding affinity value. This is MHC class I binding data. (1) The MHC is HLA-B40:02 with pseudo-sequence HLA-B40:02. The binding affinity (normalized) is 0. The peptide sequence is PENQEDPLVL. (2) The peptide sequence is GRRGWEALKY. The MHC is HLA-B18:01 with pseudo-sequence HLA-B18:01. The binding affinity (normalized) is 0. (3) The peptide sequence is NTSMAMTCI. The MHC is HLA-A68:02 with pseudo-sequence HLA-A68:02. The binding affinity (normalized) is 0.494. (4) The peptide sequence is LEGAGELIRIL. The MHC is Mamu-B01 with pseudo-sequence Mamu-B01. The binding affinity (normalized) is 0. (5) The peptide sequence is LLLLISLVY. The MHC is HLA-A68:02 with pseudo-sequence HLA-A68:02. The binding affinity (normalized) is 0.0847. (6) The peptide sequence is DKTEAILQL. The MHC is H-2-Kb with pseudo-sequence H-2-Kb. The binding affinity (normalized) is 0.0661. (7) The peptide sequence is YWPLNDYGF. The MHC is HLA-A01:01 with pseudo-sequence HLA-A01:01. The binding affinity (normalized) is 0. (8) The peptide sequence is ILHCANFNV. The MHC is HLA-B40:01 with pseudo-sequence HLA-B40:01. The binding affinity (normalized) is 0.0847. (9) The peptide sequence is HVDIPLQAY. The MHC is HLA-A02:01 with pseudo-sequence HLA-A02:01. The binding affinity (normalized) is 0.0847.